This data is from Forward reaction prediction with 1.9M reactions from USPTO patents (1976-2016). The task is: Predict the product of the given reaction. (1) Given the reactants [Cl:1][C:2]1[CH:7]=[CH:6][C:5]([NH:8][C:9]([CH:11]2[CH2:16][C:15](=[O:17])[CH2:14][NH:13][CH2:12]2)=[O:10])=[CH:4][CH:3]=1.Cl.[O:19]1[CH:23]=[CH:22][CH:21]=[C:20]1[C:24]1[CH:25]=[C:26]([CH:30]=[CH:31][CH:32]=1)[C:27](O)=[O:28].C(N(C(C)C)CC)(C)C.Cl.CN(C)CCCN=C=NCC, predict the reaction product. The product is: [Cl:1][C:2]1[CH:7]=[CH:6][C:5]([NH:8][C:9]([CH:11]2[CH2:16][C:15](=[O:17])[CH2:14][N:13]([C:27](=[O:28])[C:26]3[CH:30]=[CH:31][CH:32]=[C:24]([C:20]4[O:19][CH:23]=[CH:22][CH:21]=4)[CH:25]=3)[CH2:12]2)=[O:10])=[CH:4][CH:3]=1. (2) Given the reactants [C:1]([N:4]1[CH2:11][C:10]2[CH:12]=[C:13]([C:16]3[CH:24]=[CH:23][CH:22]=[CH:21][C:17]=3[C:18](O)=[O:19])[CH:14]=[CH:15][C:9]=2[CH:8]=[CH:7][C:6]2[CH:25]=[C:26]([Cl:29])[CH:27]=[CH:28][C:5]1=2)(=[O:3])[CH3:2].C(Cl)(=O)C(Cl)=O.C([O-])([O-])=O.[K+].[K+].[N:42]1[CH:47]=[CH:46]C=NN=1, predict the reaction product. The product is: [C:1]([N:4]1[CH2:11][C:10]2[CH:12]=[C:13]([C:16]3[CH:24]=[CH:23][CH:22]=[CH:21][C:17]=3[C:18]3[O:19][CH:46]=[CH:47][N:42]=3)[CH:14]=[CH:15][C:9]=2[CH:8]=[CH:7][C:6]2[CH:25]=[C:26]([Cl:29])[CH:27]=[CH:28][C:5]1=2)(=[O:3])[CH3:2]. (3) Given the reactants [N:1]1([CH2:10][CH:11]([NH2:15])[CH:12]([CH3:14])[CH3:13])[C:9]2[C:4](=[CH:5][CH:6]=[CH:7][CH:8]=2)[CH:3]=[CH:2]1.[NH2:16][C:17]1[CH:22]=[C:21]([Cl:23])[CH:20]=[C:19]([Cl:24])[C:18]=1[S:25](Cl)(=[O:27])=[O:26].N1C=CC=C[CH:30]=1, predict the reaction product. The product is: [NH2:16][C:17]1[CH:22]=[C:21]([Cl:23])[CH:20]=[C:19]([Cl:24])[C:18]=1[S:25]([NH:15][CH:11]([CH2:10][N:1]1[CH:2]=[CH:3][C:4]([CH:5]=[CH2:30])=[C:9]1/[CH:8]=[CH:7]\[CH3:6])[CH:12]([CH3:13])[CH3:14])(=[O:27])=[O:26]. (4) Given the reactants [NH2:1][CH2:2][C:3]1[CH:12]=[C:11]([O:13][CH2:14][CH3:15])[C:6]([C:7]([NH:9][CH3:10])=[O:8])=[CH:5][N:4]=1.[CH:16]1[C:28]2[CH:27]([CH2:29][O:30][C:31]([N:33]=[C:34]=[S:35])=[O:32])[C:26]3[C:21](=[CH:22][CH:23]=[CH:24][CH:25]=3)[C:20]=2[CH:19]=[CH:18][CH:17]=1, predict the reaction product. The product is: [CH2:14]([O:13][C:11]1[C:6]([C:7](=[O:8])[NH:9][CH3:10])=[CH:5][N:4]=[C:3]([CH2:2][NH:1][C:34]([NH:33][C:31]([O:30][CH2:29][CH:27]2[C:26]3[CH:25]=[CH:24][CH:23]=[CH:22][C:21]=3[C:20]3[C:28]2=[CH:16][CH:17]=[CH:18][CH:19]=3)=[O:32])=[S:35])[CH:12]=1)[CH3:15]. (5) Given the reactants [CH3:1][N:2]1[C:7]([CH3:8])=[C:6]([N+:9]([O-:11])=[O:10])[C:5](=[O:12])[N:4]([CH2:13][CH2:14][CH2:15][O:16][CH:17]2[CH2:22]CCC[O:18]2)[C:3]1=[O:23].[F:24][C:25]([F:36])([F:35])[O:26][C:27]1[CH:28]=[C:29]([CH:32]=[CH:33][CH:34]=1)[CH:30]=O.C([O-])(=O)C.[Na+], predict the reaction product. The product is: [C:17]([O:16][CH2:15][CH2:14][CH2:13][N:4]1[C:5](=[O:12])[C:6]([N+:9]([O-:11])=[O:10])=[C:7](/[CH:8]=[CH:30]/[C:29]2[CH:32]=[CH:33][CH:34]=[C:27]([O:26][C:25]([F:24])([F:35])[F:36])[CH:28]=2)[N:2]([CH3:1])[C:3]1=[O:23])(=[O:18])[CH3:22]. (6) Given the reactants Cl[C:2]1[C:11]([N+:12]([O-:14])=[O:13])=[CH:10][CH:9]=[C:8]([Cl:15])[C:3]=1[C:4]([O:6][CH3:7])=[O:5].[CH3:16][O:17][C:18]1[CH:25]=[CH:24][C:21]([CH2:22][NH2:23])=[CH:20][CH:19]=1.CCN(CC)CC.O, predict the reaction product. The product is: [Cl:15][C:8]1[C:3]([C:4]([O:6][CH3:7])=[O:5])=[C:2]([NH:23][CH2:22][C:21]2[CH:24]=[CH:25][C:18]([O:17][CH3:16])=[CH:19][CH:20]=2)[C:11]([N+:12]([O-:14])=[O:13])=[CH:10][CH:9]=1. (7) Given the reactants [Cl:1][C:2]1[CH:3]=[CH:4][CH:5]=[C:6]2[C:11]=1[N:10]=[C:9]([C:12]1[CH:17]=[CH:16][CH:15]=[C:14]([F:18])[CH:13]=1)[C:8]([CH2:19][NH2:20])=[CH:7]2.Cl[C:22]1[N:30]=[CH:29][N:28]=[C:27]2[C:23]=1[NH:24][CH:25]=[N:26]2.CCN(C(C)C)C(C)C, predict the reaction product. The product is: [Cl:1][C:2]1[CH:3]=[CH:4][CH:5]=[C:6]2[C:11]=1[N:10]=[C:9]([C:12]1[CH:17]=[CH:16][CH:15]=[C:14]([F:18])[CH:13]=1)[C:8]([CH2:19][NH:20][C:22]1[N:30]=[CH:29][N:28]=[C:27]3[C:23]=1[N:24]=[CH:25][NH:26]3)=[CH:7]2.